Task: Predict the reaction yield, written as a fraction of the theoretical maximum amount of product (1.0 means a 100% yield; for example, 0.34 means a 34% yield).. Dataset: Reaction yield outcomes from USPTO patents with 853,638 reactions (1) The reactants are CN(C(ON1N=NC2C=CC=NC1=2)=[N+](C)C)C.F[P-](F)(F)(F)(F)F.[Br:25][C:26]1[CH:31]=[CH:30][C:29]([C:32](=[O:50])[CH2:33][NH:34][C:35]([CH2:37][NH:38][CH2:39][C:40]([NH:42][CH:43]([CH:47]([CH3:49])[CH3:48])[C:44](O)=[O:45])=[O:41])=[O:36])=[CH:28][CH:27]=1.CN1CCOCC1. The catalyst is CN(C=O)C. The product is [Br:25][C:26]1[CH:31]=[CH:30][C:29]([C:32](=[O:50])[CH2:33][NH:34][C:35](=[O:36])[CH2:37][N:38]2[CH2:39][C:40](=[O:41])[NH:42][CH:43]([CH:47]([CH3:49])[CH3:48])[C:44]2=[O:45])=[CH:28][CH:27]=1. The yield is 0.600. (2) The reactants are Cl[C:2]1[CH:3]=[C:4]([C:9]2[N:13]([C:14]3[CH:19]=[CH:18][C:17]([O:20][CH3:21])=[CH:16][CH:15]=3)[N:12]=[C:11]([CH2:22][CH:23]([C:27]3[CH:28]=[C:29]([CH3:33])[CH:30]=[CH:31][CH:32]=3)C(O)=O)[CH:10]=2)[CH:5]=[CH:6][C:7]=1Cl.[CH:34]1N=CN(C(N2C=NC=C2)=O)C=1.C(=O)([O-])[O-].[NH4+].[NH4+].C[N:53]([CH:55]=[O:56])C. The catalyst is O. The product is [CH3:21][O:20][C:17]1[CH:16]=[CH:15][C:14]([N:13]2[C:9]([C:4]3[CH:5]=[CH:6][C:7]([CH3:34])=[CH:2][CH:3]=3)=[CH:10][C:11]([CH2:22][CH:23]([C:27]3[CH:28]=[C:29]([CH3:33])[CH:30]=[CH:31][CH:32]=3)[C:55]([NH2:53])=[O:56])=[N:12]2)=[CH:19][CH:18]=1. The yield is 0.710.